From a dataset of Forward reaction prediction with 1.9M reactions from USPTO patents (1976-2016). Predict the product of the given reaction. (1) Given the reactants [CH2:9]([OH:8])[CH:10]([OH:13])[CH2:11][O:12]CC(O)C[O:8][CH2:9][CH:10]([OH:13])[CH2:11][OH:12].[C:17]([OH:30])(=[O:29])[CH2:18][CH2:19][CH2:20][CH2:21][CH2:22][CH2:23][CH2:24][CH2:25][CH2:26][CH2:27][CH3:28], predict the reaction product. The product is: [C:17]([OH:30])(=[O:29])[CH2:18][CH2:19][CH2:20][CH2:21][CH2:22][CH2:23][CH2:24][CH2:25][CH2:26][CH2:27][CH3:28].[OH:8][CH2:9][CH:10]([CH2:11][OH:12])[OH:13].[OH:8][CH2:9][CH:10]([CH2:11][OH:12])[OH:13].[OH:8][CH2:9][CH:10]([CH2:11][OH:12])[OH:13]. (2) Given the reactants [CH:1]([N:4]1[CH2:9][CH2:8][NH:7][CH2:6][CH2:5]1)([CH3:3])[CH3:2].Br[C:11]1[S:12][C:13]([Br:16])=[CH:14][N:15]=1.CCN(C(C)C)C(C)C, predict the reaction product. The product is: [Br:16][C:13]1[S:12][C:11]([N:7]2[CH2:8][CH2:9][N:4]([CH:1]([CH3:3])[CH3:2])[CH2:5][CH2:6]2)=[N:15][CH:14]=1. (3) Given the reactants [F:1][C:2]1[CH:7]=[CH:6][C:5]([C:8]2([C:16]#N)[CH2:11][C:10]([O:14][CH3:15])([O:12][CH3:13])[CH2:9]2)=[CH:4][CH:3]=1.[OH-:18].[Na+].[OH2:20], predict the reaction product. The product is: [F:1][C:2]1[CH:7]=[CH:6][C:5]([C:8]2([C:16]([OH:20])=[O:18])[CH2:11][C:10]([O:14][CH3:15])([O:12][CH3:13])[CH2:9]2)=[CH:4][CH:3]=1.